The task is: Binary Classification. Given a drug SMILES string, predict its activity (active/inactive) in a high-throughput screening assay against a specified biological target.. This data is from HIV replication inhibition screening data with 41,000+ compounds from the AIDS Antiviral Screen. (1) The molecule is CC(=O)NC1C(OCc2ccccc2)OC(CO)C(O)C1OC(C)C(=O)NC(C)C(=O)NC(CCC(=O)NCCCCNc1c2ccccc2nc2cccc([N+](=O)[O-])c12)C(N)=O. The result is 0 (inactive). (2) The molecule is SCC1COCC(CS)S1. The result is 0 (inactive).